Dataset: NCI-60 drug combinations with 297,098 pairs across 59 cell lines. Task: Regression. Given two drug SMILES strings and cell line genomic features, predict the synergy score measuring deviation from expected non-interaction effect. (1) Synergy scores: CSS=-8.70, Synergy_ZIP=6.18, Synergy_Bliss=-0.906, Synergy_Loewe=-4.16, Synergy_HSA=-8.83. Drug 1: C1CCN(CC1)CCOC2=CC=C(C=C2)C(=O)C3=C(SC4=C3C=CC(=C4)O)C5=CC=C(C=C5)O. Drug 2: CN(C)C1=NC(=NC(=N1)N(C)C)N(C)C. Cell line: NCI-H226. (2) Drug 1: COC1=C2C(=CC3=C1OC=C3)C=CC(=O)O2. Drug 2: C1C(C(OC1N2C=NC3=C2NC=NCC3O)CO)O. Cell line: NCI/ADR-RES. Synergy scores: CSS=-3.37, Synergy_ZIP=7.41, Synergy_Bliss=-0.196, Synergy_Loewe=-2.43, Synergy_HSA=-3.64. (3) Drug 1: CN(C)N=NC1=C(NC=N1)C(=O)N. Drug 2: CCC1(C2=C(COC1=O)C(=O)N3CC4=CC5=C(C=CC(=C5CN(C)C)O)N=C4C3=C2)O.Cl. Cell line: SF-295. Synergy scores: CSS=39.1, Synergy_ZIP=-0.278, Synergy_Bliss=3.43, Synergy_Loewe=4.84, Synergy_HSA=5.32. (4) Drug 1: CC12CCC(CC1=CCC3C2CCC4(C3CC=C4C5=CN=CC=C5)C)O. Drug 2: C1CCC(C(C1)N)N.C(=O)(C(=O)[O-])[O-].[Pt+4]. Cell line: A498. Synergy scores: CSS=13.2, Synergy_ZIP=-4.62, Synergy_Bliss=6.50, Synergy_Loewe=-12.3, Synergy_HSA=4.64. (5) Drug 1: CC(CN1CC(=O)NC(=O)C1)N2CC(=O)NC(=O)C2. Drug 2: CC1OCC2C(O1)C(C(C(O2)OC3C4COC(=O)C4C(C5=CC6=C(C=C35)OCO6)C7=CC(=C(C(=C7)OC)O)OC)O)O. Cell line: SW-620. Synergy scores: CSS=67.5, Synergy_ZIP=8.11, Synergy_Bliss=7.40, Synergy_Loewe=9.59, Synergy_HSA=12.0. (6) Drug 1: C1CC(C1)(C(=O)O)C(=O)O.[NH2-].[NH2-].[Pt+2]. Drug 2: CC1C(C(CC(O1)OC2CC(OC(C2O)C)OC3=CC4=CC5=C(C(=O)C(C(C5)C(C(=O)C(C(C)O)O)OC)OC6CC(C(C(O6)C)O)OC7CC(C(C(O7)C)O)OC8CC(C(C(O8)C)O)(C)O)C(=C4C(=C3C)O)O)O)O. Cell line: A498. Synergy scores: CSS=33.5, Synergy_ZIP=2.08, Synergy_Bliss=1.37, Synergy_Loewe=-45.6, Synergy_HSA=-0.760. (7) Drug 1: C1CN1C2=NC(=NC(=N2)N3CC3)N4CC4. Drug 2: CCC1=CC2CC(C3=C(CN(C2)C1)C4=CC=CC=C4N3)(C5=C(C=C6C(=C5)C78CCN9C7C(C=CC9)(C(C(C8N6C)(C(=O)OC)O)OC(=O)C)CC)OC)C(=O)OC.C(C(C(=O)O)O)(C(=O)O)O. Cell line: M14. Synergy scores: CSS=49.5, Synergy_ZIP=-4.49, Synergy_Bliss=-4.35, Synergy_Loewe=-7.02, Synergy_HSA=0.129. (8) Drug 1: CC1=C(C=C(C=C1)NC2=NC=CC(=N2)N(C)C3=CC4=NN(C(=C4C=C3)C)C)S(=O)(=O)N.Cl. Drug 2: C#CCC(CC1=CN=C2C(=N1)C(=NC(=N2)N)N)C3=CC=C(C=C3)C(=O)NC(CCC(=O)O)C(=O)O. Cell line: SK-MEL-2. Synergy scores: CSS=-7.73, Synergy_ZIP=0.120, Synergy_Bliss=-5.23, Synergy_Loewe=-10.0, Synergy_HSA=-8.72.